Dataset: Forward reaction prediction with 1.9M reactions from USPTO patents (1976-2016). Task: Predict the product of the given reaction. (1) Given the reactants [H-].[H-].[H-].[H-].[Li+].[Al+3].[Cl:7][C:8]1[C:17]([Cl:18])=[CH:16][C:11]([C:12](OC)=[O:13])=[C:10]([O:19][CH3:20])[CH:9]=1.O.[OH-].[Na+], predict the reaction product. The product is: [Cl:7][C:8]1[C:17]([Cl:18])=[CH:16][C:11]([CH2:12][OH:13])=[C:10]([O:19][CH3:20])[CH:9]=1. (2) Given the reactants [CH:1]([O:4][C:5]([N:7]1[CH2:12][CH2:11][CH:10]([O:13][C:14]2[CH:19]=[CH:18][C:17](B3OC(C)(C)C(C)(C)O3)=[CH:16][N:15]=2)[CH2:9][CH2:8]1)=[O:6])([CH3:3])[CH3:2].[C:29]([O:33][C:34]([NH:36][C@H:37]([C:54]([N:56]1[CH2:60][CH2:59][C@H:58]([F:61])[CH2:57]1)=[O:55])[CH2:38][C:39]1[CH:44]=[CH:43][C:42](OS(C(F)(F)F)(=O)=O)=[CH:41][C:40]=1[F:53])=[O:35])([CH3:32])([CH3:31])[CH3:30], predict the reaction product. The product is: [CH:1]([O:4][C:5]([N:7]1[CH2:8][CH2:9][CH:10]([O:13][C:14]2[CH:19]=[CH:18][C:17]([C:42]3[CH:43]=[CH:44][C:39]([CH2:38][C@H:37]([NH:36][C:34]([O:33][C:29]([CH3:31])([CH3:30])[CH3:32])=[O:35])[C:54]([N:56]4[CH2:60][CH2:59][C@H:58]([F:61])[CH2:57]4)=[O:55])=[C:40]([F:53])[CH:41]=3)=[CH:16][N:15]=2)[CH2:11][CH2:12]1)=[O:6])([CH3:2])[CH3:3].